This data is from Retrosynthesis with 50K atom-mapped reactions and 10 reaction types from USPTO. The task is: Predict the reactants needed to synthesize the given product. (1) Given the product Cc1ccc2c(OCCN3CCC(Cc4cccc5c4OCC(=O)N5)CC3)cc(Cl)cc2n1, predict the reactants needed to synthesize it. The reactants are: Cc1ccc2c(OCCBr)cc(Cl)cc2n1.O=C1COc2c(CC3CCNCC3)cccc2N1. (2) Given the product CC(N)c1ccccc1-c1noc2ccccc12, predict the reactants needed to synthesize it. The reactants are: CC(N=[N+]=[N-])c1ccccc1-c1noc2ccccc12. (3) Given the product OCc1cnn2ccc(C(F)(F)F)cc12, predict the reactants needed to synthesize it. The reactants are: CCOC(=O)c1cnn2ccc(C(F)(F)F)cc12. (4) Given the product O=C(N[C@@H](CCCNC1CCCc2cccnc21)C(=O)O)c1ccc(CNCc2ccccn2)nc1, predict the reactants needed to synthesize it. The reactants are: CC(C)(C)OC(=O)N(Cc1ccccn1)Cc1ccc(C(=O)N[C@@H](CCCNC2CCCc3cccnc32)C(=O)O)cn1.